Dataset: Forward reaction prediction with 1.9M reactions from USPTO patents (1976-2016). Task: Predict the product of the given reaction. (1) The product is: [C:15]([C:2]1[CH:7]=[CH:6][C:5]([C:8]2[CH:13]=[CH:12][C:11]([C:26]#[CH:27])=[CH:10][CH:9]=2)=[CH:4][CH:3]=1)#[CH:16]. Given the reactants I[C:2]1[CH:7]=[CH:6][C:5]([C:8]2[CH:13]=[CH:12][C:11](I)=[CH:10][CH:9]=2)=[CH:4][CH:3]=1.[CH3:15][CH2:16]N(CC)CC.C[Si]([C:26]#[CH:27])(C)C.[OH-].[K+], predict the reaction product. (2) The product is: [ClH:10].[F:1][C:2]1[CH:3]=[N:4][N:5]([C:8]([NH2:9])=[NH:7])[CH:6]=1. Given the reactants [F:1][C:2]1[CH:3]=[N:4][NH:5][CH:6]=1.[N:7]#[C:8][NH2:9].[ClH:10], predict the reaction product. (3) Given the reactants [Cl:1][C:2]1[C:3]([CH2:48][C:49]2[CH:54]=[CH:53][C:52]([CH2:55][CH3:56])=[CH:51][CH:50]=2)=[CH:4][C:5]([CH:9]2[C@H:14]([O:15][CH2:16][C:17]3[CH:22]=[CH:21][CH:20]=[CH:19][CH:18]=3)[C@@H:13]([O:23][CH2:24][C:25]3[CH:30]=[CH:29][CH:28]=[CH:27][CH:26]=3)[C@H:12]([O:31][CH2:32][C:33]3[CH:38]=[CH:37][CH:36]=[CH:35][CH:34]=3)[C@@H:11]([CH2:39][O:40][CH2:41][C:42]3[CH:47]=[CH:46][CH:45]=[CH:44][CH:43]=3)[O:10]2)=[C:6]([OH:8])[CH:7]=1.[Br:57]Br, predict the reaction product. The product is: [Br:57][C:7]1[C:2]([Cl:1])=[C:3]([CH2:48][C:49]2[CH:54]=[CH:53][C:52]([CH2:55][CH3:56])=[CH:51][CH:50]=2)[CH:4]=[C:5]([CH:9]2[C@H:14]([O:15][CH2:16][C:17]3[CH:18]=[CH:19][CH:20]=[CH:21][CH:22]=3)[C@@H:13]([O:23][CH2:24][C:25]3[CH:30]=[CH:29][CH:28]=[CH:27][CH:26]=3)[C@H:12]([O:31][CH2:32][C:33]3[CH:38]=[CH:37][CH:36]=[CH:35][CH:34]=3)[C@@H:11]([CH2:39][O:40][CH2:41][C:42]3[CH:43]=[CH:44][CH:45]=[CH:46][CH:47]=3)[O:10]2)[C:6]=1[OH:8]. (4) Given the reactants [CH2:1]([NH:8][C:9]([N:11]1[CH2:16][CH2:15][N:14]([C:17]2[C:18]([C:23]3[CH:28]=[CH:27][CH:26]=[CH:25][CH:24]=3)=[N:19][CH:20]=[N:21][CH:22]=2)[CH2:13][CH2:12]1)=[O:10])[C:2]1[CH:7]=[CH:6][CH:5]=[CH:4][CH:3]=1.[H-].[Na+].[CH3:31]I.[Cl-].[NH4+], predict the reaction product. The product is: [CH2:1]([N:8]([CH3:31])[C:9]([N:11]1[CH2:12][CH2:13][N:14]([C:17]2[C:18]([C:23]3[CH:28]=[CH:27][CH:26]=[CH:25][CH:24]=3)=[N:19][CH:20]=[N:21][CH:22]=2)[CH2:15][CH2:16]1)=[O:10])[C:2]1[CH:3]=[CH:4][CH:5]=[CH:6][CH:7]=1. (5) Given the reactants [Br:1][C:2]1[CH:7]=[C:6]([Cl:8])[CH:5]=[CH:4][C:3]=1[OH:9].C(=O)([O-])[O-].[K+].[K+].[CH2:16](Br)[CH:17]=[CH2:18], predict the reaction product. The product is: [CH2:18]([O:9][C:3]1[CH:4]=[CH:5][C:6]([Cl:8])=[CH:7][C:2]=1[Br:1])[CH:17]=[CH2:16]. (6) Given the reactants [CH2:1]([NH2:4])[CH:2]=[CH2:3].[Cl:5][C:6]1[S:10][C:9]([C:11](Cl)=[O:12])=[CH:8][CH:7]=1, predict the reaction product. The product is: [CH2:1]([NH:4][C:11]([C:9]1[S:10][C:6]([Cl:5])=[CH:7][CH:8]=1)=[O:12])[CH:2]=[CH2:3]. (7) The product is: [F:21][C:22]1[CH:23]=[C:24](/[CH:25]=[CH:26]/[C:27]([N:48]2[CH2:49][CH2:50][C:51](=[O:52])[N:45]([CH2:44][CH2:43][CH2:42][N:36]3[CH2:37][CH2:38][CH2:39][CH2:40][CH2:41]3)[CH2:46][CH2:47]2)=[O:29])[CH:30]=[CH:31][C:32]=1[F:33]. Given the reactants ClC1C=C(/C=C/C(N2CCC(=O)NCC2)=O)C=CC=1Cl.[F:21][C:22]1[CH:23]=[C:24]([CH:30]=[CH:31][C:32]=1[F:33])/[CH:25]=[CH:26]/[C:27]([OH:29])=O.Cl.Cl.[N:36]1([CH2:42][CH2:43][CH2:44][N:45]2[C:51](=[O:52])[CH2:50][CH2:49][NH:48][CH2:47][CH2:46]2)[CH2:41][CH2:40][CH2:39][CH2:38][CH2:37]1, predict the reaction product.